This data is from Reaction yield outcomes from USPTO patents with 853,638 reactions. The task is: Predict the reaction yield, written as a fraction of the theoretical maximum amount of product (1.0 means a 100% yield; for example, 0.34 means a 34% yield). The reactants are [N:1]([CH2:4][CH2:5][O:6][C:7]1[CH:12]=[CH:11][C:10]([C:13]2[N:14]([CH2:26][CH3:27])[C:15]3[C:20]([C:21]=2[C:22]#[N:23])=[CH:19][CH:18]=[C:17]([O:24][CH3:25])[CH:16]=3)=[CH:9][CH:8]=1)=[N+]=[N-].Cl. The catalyst is [Pd].CO. The product is [NH2:1][CH2:4][CH2:5][O:6][C:7]1[CH:12]=[CH:11][C:10]([C:13]2[N:14]([CH2:26][CH3:27])[C:15]3[C:20]([C:21]=2[C:22]#[N:23])=[CH:19][CH:18]=[C:17]([O:24][CH3:25])[CH:16]=3)=[CH:9][CH:8]=1. The yield is 0.780.